The task is: Predict the product of the given reaction.. This data is from Forward reaction prediction with 1.9M reactions from USPTO patents (1976-2016). (1) The product is: [C:48]([O:19][C@@H:14]([C:13]1[C:12]([CH3:20])=[CH:11][N:10]2[N:21]=[C:22]([C:24]([O:26][CH3:27])=[O:25])[CH:23]=[C:9]2[C:8]=1[N:5]1[CH2:6][CH2:7][C:2]([CH3:28])([CH3:1])[CH2:3][CH2:4]1)[C:15]([O:17][CH3:18])=[O:16])([CH3:51])([CH3:50])[CH3:49]. Given the reactants [CH3:1][C:2]1([CH3:28])[CH2:7][CH2:6][N:5]([C:8]2[C:9]3[N:10]([N:21]=[C:22]([C:24]([O:26][CH3:27])=[O:25])[CH:23]=3)[CH:11]=[C:12]([CH3:20])[C:13]=2[C@H:14]([OH:19])[C:15]([O:17][CH3:18])=[O:16])[CH2:4][CH2:3]1.[N-](S(C(F)(F)F)(=O)=O)S(C(F)(F)F)(=O)=O.ClC(Cl)(Cl)C(=N)O[C:48]([CH3:51])([CH3:50])[CH3:49], predict the reaction product. (2) Given the reactants [F:1][C:2]1[CH:3]=[CH:4][C:5]2[N:11]([CH:12]([CH3:14])[CH3:13])[C:10](=[O:15])[CH2:9][CH2:8][CH2:7][C:6]=2[CH:16]=1.[I:17][Si](C)(C)C.II, predict the reaction product. The product is: [F:1][C:2]1[CH:3]=[CH:4][C:5]2[N:11]([CH:12]([CH3:14])[CH3:13])[C:10](=[O:15])[CH:9]([I:17])[CH2:8][CH2:7][C:6]=2[CH:16]=1. (3) Given the reactants [CH2:1]([NH:5][C:6](=[O:33])[C@H:7]([CH3:32])[CH2:8][C@@H:9]([C@@H:11]1[CH2:26][C@H:25]([CH3:27])[CH2:24][CH2:23][CH:22]=[CH:21][CH2:20][CH2:19][CH2:18][CH2:17][S:16](=[O:29])(=[O:28])[CH2:15][C@@H:14]([CH3:30])[C:13](=[O:31])[NH:12]1)[OH:10])[CH2:2][CH2:3][CH3:4], predict the reaction product. The product is: [CH2:1]([NH:5][C:6](=[O:33])[C@H:7]([CH3:32])[CH2:8][C@@H:9]([C@@H:11]1[CH2:26][C@H:25]([CH3:27])[CH2:24][CH2:23][CH2:22][CH2:21][CH2:20][CH2:19][CH2:18][CH2:17][S:16](=[O:28])(=[O:29])[CH2:15][C@@H:14]([CH3:30])[C:13](=[O:31])[NH:12]1)[OH:10])[CH2:2][CH2:3][CH3:4]. (4) Given the reactants [C:1]([C@H:3]1[CH2:7][C@H:6]([OH:8])[CH2:5][N:4]1[C:9]([O:11][C:12]([CH3:15])([CH3:14])[CH3:13])=[O:10])#[N:2].[CH3:16]I, predict the reaction product. The product is: [C:1]([C@H:3]1[CH2:7][C@H:6]([O:8][CH3:16])[CH2:5][N:4]1[C:9]([O:11][C:12]([CH3:15])([CH3:14])[CH3:13])=[O:10])#[N:2].